This data is from Forward reaction prediction with 1.9M reactions from USPTO patents (1976-2016). The task is: Predict the product of the given reaction. (1) Given the reactants [C:1](Cl)(=[O:4])[O:2][CH3:3].[NH2:6][C@H:7]1[CH2:12][CH2:11][C@H:10]([NH:13][C:14]2[CH:15]=[C:16]([N:33]([CH:43]3[CH2:45][CH2:44]3)CC3C=CC(OC)=CC=3)[C:17]3[N:18]([C:20]([C:23]([NH:25][C:26]4[CH:31]=[CH:30][N:29]=[CH:28][C:27]=4[F:32])=[O:24])=[CH:21][N:22]=3)[N:19]=2)[CH2:9][CH2:8]1.CCN(C(C)C)C(C)C.C(O)(C(F)(F)F)=O, predict the reaction product. The product is: [CH:43]1([NH:33][C:16]2[C:17]3[N:18]([C:20]([C:23](=[O:24])[NH:25][C:26]4[CH:31]=[CH:30][N:29]=[CH:28][C:27]=4[F:32])=[CH:21][N:22]=3)[N:19]=[C:14]([NH:13][C@H:10]3[CH2:11][CH2:12][C@H:7]([NH:6][C:1](=[O:4])[O:2][CH3:3])[CH2:8][CH2:9]3)[CH:15]=2)[CH2:44][CH2:45]1. (2) Given the reactants [Cl:1][C:2]1[CH:3]=[C:4]([C:9]2([CH2:14][NH:15][C:16]([C:18]3[NH:19][C:20]4[C:25]([CH:26]=3)=[CH:24][C:23]([Cl:27])=[CH:22][CH:21]=4)=[O:17])OCC[O:10]2)[CH:5]=[CH:6][C:7]=1[Cl:8].C(#N)C.O, predict the reaction product. The product is: [Cl:1][C:2]1[CH:3]=[C:4]([C:9](=[O:10])[CH2:14][NH:15][C:16]([C:18]2[NH:19][C:20]3[C:25]([CH:26]=2)=[CH:24][C:23]([Cl:27])=[CH:22][CH:21]=3)=[O:17])[CH:5]=[CH:6][C:7]=1[Cl:8]. (3) The product is: [Br:10][C:11]1[CH:12]=[C:13]([F:18])[C:14]([N:5]2[CH:6]=[CH:7][C:3]([C:2]([F:9])([F:8])[F:1])=[N:4]2)=[N:15][CH:16]=1. Given the reactants [F:1][C:2]([F:9])([F:8])[C:3]1[CH:7]=[CH:6][NH:5][N:4]=1.[Br:10][C:11]1[CH:12]=[C:13]([F:18])[C:14](F)=[N:15][CH:16]=1.C(=O)([O-])[O-].[K+].[K+], predict the reaction product. (4) Given the reactants O=C1C2C(=CC=CC=2)N=C(C(OCC)=O)N1.[CH3:17][O:18][C:19]1[CH:24]=[CH:23][C:22]([C:25]2[C:33]3[C:32](=[O:34])[NH:31][C:30]([C:35](OCC)=[O:36])=[N:29][C:28]=3[S:27][CH:26]=2)=[CH:21][CH:20]=1.C1(C(C2C=CC=CC=2)(C2C=CC=CC=2)N2C=NC(CCCOC3C=C(CN)C=CN=3)=N2)C=CC=CC=1.C1(C(C2C=CC=CC=2)(C2C=CC=CC=2)[N:83]2[CH:87]=[N:86][C:85]([O:88][CH2:89][CH2:90][O:91][C:92]3[CH:93]=[C:94]([CH2:98][NH2:99])[CH:95]=[CH:96][CH:97]=3)=[N:84]2)C=CC=CC=1, predict the reaction product. The product is: [CH3:17][O:18][C:19]1[CH:24]=[CH:23][C:22]([C:25]2[C:33]3[C:32](=[O:34])[NH:31][C:30]([C:35]([NH:99][CH2:98][C:94]4[CH:95]=[CH:96][CH:97]=[C:92]([O:91][CH2:90][CH2:89][O:88][C:85]5[N:86]=[CH:87][NH:83][N:84]=5)[CH:93]=4)=[O:36])=[N:29][C:28]=3[S:27][CH:26]=2)=[CH:21][CH:20]=1.